From a dataset of Reaction yield outcomes from USPTO patents with 853,638 reactions. Predict the reaction yield, written as a fraction of the theoretical maximum amount of product (1.0 means a 100% yield; for example, 0.34 means a 34% yield). (1) The reactants are [H-].[Na+].[CH3:3]I.[N+:5]([C:8]1[CH:13]=[CH:12][C:11]([C:14]2[NH:18][N:17]=[N:16][N:15]=2)=[CH:10][CH:9]=1)([O-:7])=[O:6]. The catalyst is CN(C=O)C. The product is [CH3:3][N:16]1[N:17]=[N:18][C:14]([C:11]2[CH:10]=[CH:9][C:8]([N+:5]([O-:7])=[O:6])=[CH:13][CH:12]=2)=[N:15]1.[CH3:3][N:15]1[C:14]([C:11]2[CH:10]=[CH:9][C:8]([N+:5]([O-:7])=[O:6])=[CH:13][CH:12]=2)=[N:18][N:17]=[N:16]1. The yield is 0.490. (2) The reactants are [N+:1]([C:4]1[CH:5]=[C:6]2[C:12](=[CH:13][CH:14]=1)[CH:11]1[O:15][CH:7]2[CH2:8][NH:9][CH2:10]1)([O-])=O.[C:16](O[C:16]([O:18][C:19]([CH3:22])([CH3:21])[CH3:20])=[O:17])([O:18][C:19]([CH3:22])([CH3:21])[CH3:20])=[O:17].C(N(CC)CC)C.C(O)C. The catalyst is O1CCCC1.[Pd].C(Cl)Cl. The product is [C:19]([O:18][C:16]([N:9]1[CH2:8][CH:7]2[O:15][CH:11]([C:12]3[C:6]2=[CH:5][C:4]([NH2:1])=[CH:14][CH:13]=3)[CH2:10]1)=[O:17])([CH3:22])([CH3:21])[CH3:20]. The yield is 0.970.